Dataset: Catalyst prediction with 721,799 reactions and 888 catalyst types from USPTO. Task: Predict which catalyst facilitates the given reaction. (1) Reactant: CC1(C)[O:6][C@H:5]([CH2:7][N:8]2[CH:12]=[CH:11][C:10]([NH:13][C:14](=[O:37])[C@@H:15]([N:20]3[CH2:24][C:23]([O:25][C:26]4[C:35]5[CH2:34][CH2:33][CH2:32][CH2:31][C:30]=5[CH:29]=[CH:28][CH:27]=4)=[CH:22][C:21]3=[O:36])[CH2:16][CH:17]([CH3:19])[CH3:18])=[N:9]2)[CH2:4][O:3]1.O.C1(C)C=CC(S(O)(=O)=O)=CC=1. Product: [OH:6][C@@H:5]([CH2:4][OH:3])[CH2:7][N:8]1[CH:12]=[CH:11][C:10]([NH:13][C:14](=[O:37])[C@@H:15]([N:20]2[CH2:24][C:23]([O:25][C:26]3[C:35]4[CH2:34][CH2:33][CH2:32][CH2:31][C:30]=4[CH:29]=[CH:28][CH:27]=3)=[CH:22][C:21]2=[O:36])[CH2:16][CH:17]([CH3:19])[CH3:18])=[N:9]1. The catalyst class is: 5. (2) Reactant: [CH3:1][O:2][C:3](=[O:13])[CH:4]=[CH:5][C:6]1[CH:11]=[CH:10][C:9]([CH3:12])=[CH:8][CH:7]=1.[H][H]. Product: [CH3:1][O:2][C:3](=[O:13])[CH2:4][CH2:5][C:6]1[CH:7]=[CH:8][C:9]([CH3:12])=[CH:10][CH:11]=1. The catalyst class is: 19.